From a dataset of Catalyst prediction with 721,799 reactions and 888 catalyst types from USPTO. Predict which catalyst facilitates the given reaction. (1) The catalyst class is: 4. Product: [Cl:47][C:48]1[CH:53]=[C:52]([F:54])[CH:51]=[CH:50][C:49]=1[CH2:55][NH:56][C:11](=[O:13])[CH2:10][C:7]1[C:6]([CH3:14])=[N:5][N:4]([CH2:3][C:2]([OH:1])([CH3:16])[CH3:15])[C:8]=1[CH3:9]. Reactant: [OH:1][C:2]([CH3:16])([CH3:15])[CH2:3][N:4]1[C:8]([CH3:9])=[C:7]([CH2:10][C:11]([OH:13])=O)[C:6]([CH3:14])=[N:5]1.CCN=C=NCCCN(C)C.Cl.ON1C2C=CC=CC=2N=N1.C(N1CCOCC1)C.[Cl:47][C:48]1[CH:53]=[C:52]([F:54])[CH:51]=[CH:50][C:49]=1[CH2:55][NH2:56]. (2) Reactant: [CH2:1]([N:8]1[C:17]2[C:12](=[CH:13][C:14]([CH:19]=O)=[C:15]([OH:18])[CH:16]=2)[CH2:11][CH2:10][CH2:9]1)[C:2]1[CH:7]=[CH:6][CH:5]=[CH:4][CH:3]=1.C(O)(=O)C.[N+:25](CC)([O-])=O.C([O-])(=O)C.[Na+]. Product: [CH2:1]([N:8]1[C:17]2[C:12](=[CH:13][C:14]([C:19]#[N:25])=[C:15]([OH:18])[CH:16]=2)[CH2:11][CH2:10][CH2:9]1)[C:2]1[CH:7]=[CH:6][CH:5]=[CH:4][CH:3]=1. The catalyst class is: 6.